Task: Predict the reactants needed to synthesize the given product.. Dataset: Full USPTO retrosynthesis dataset with 1.9M reactions from patents (1976-2016) (1) The reactants are: [C:1]([O:5][C:6]([NH:8][CH:9]([CH2:13][C:14]1[CH:19]=[CH:18][C:17]([O:20][C:21]2[CH:26]=[CH:25][C:24]([CH:27]=[O:28])=[CH:23][CH:22]=2)=[CH:16][CH:15]=1)[C:10](O)=[O:11])=[O:7])([CH3:4])([CH3:3])[CH3:2].[CH2:29]([N:31](CC)[CH2:32]C)C.CN([P+](ON1N=NC2C=CC=CC1=2)(N(C)C)N(C)C)C.F[P-](F)(F)(F)(F)F.CNC. Given the product [C:1]([O:5][C:6](=[O:7])[NH:8][CH:9]([C:10](=[O:11])[N:31]([CH3:32])[CH3:29])[CH2:13][C:14]1[CH:19]=[CH:18][C:17]([O:20][C:21]2[CH:26]=[CH:25][C:24]([CH:27]=[O:28])=[CH:23][CH:22]=2)=[CH:16][CH:15]=1)([CH3:4])([CH3:3])[CH3:2], predict the reactants needed to synthesize it. (2) Given the product [N:8]1([C:6]([O:5][C:1]([CH3:4])([CH3:2])[CH3:3])=[O:7])[CH2:12][CH2:11][CH2:10][C@H:9]1[C:13]([O:15][CH2:26][C:27](=[O:28])[C:29]1[S:30][CH:31]=[CH:32][CH:33]=1)=[O:14], predict the reactants needed to synthesize it. The reactants are: [C:1]([O:5][C:6]([N:8]1[CH2:12][CH2:11][CH2:10][C@H:9]1[C:13]([OH:15])=[O:14])=[O:7])([CH3:4])([CH3:3])[CH3:2].CCN(C(C)C)C(C)C.Br[CH2:26][C:27]([C:29]1[S:30][CH:31]=[CH:32][CH:33]=1)=[O:28]. (3) Given the product [Br:1][C:2]1[C:3]([S:11][C:12]2[N:13]([CH2:24][CH2:23][C:22]#[CH:27])[C:14]3[CH:19]=[CH:18][N:17]=[C:16]([NH2:20])[C:15]=3[N:21]=2)=[CH:4][C:5]2[O:9][CH2:8][O:7][C:6]=2[CH:10]=1, predict the reactants needed to synthesize it. The reactants are: [Br:1][C:2]1[C:3]([S:11][C:12]2[NH:13][C:14]3[CH:19]=[CH:18][N:17]=[C:16]([NH2:20])[C:15]=3[N:21]=2)=[CH:4][C:5]2[O:9][CH2:8][O:7][C:6]=2[CH:10]=1.[CH:22]1[CH:27]=CC(P([C:22]2[CH:27]=CC=[CH:24][CH:23]=2)[C:22]2[CH:27]=CC=[CH:24][CH:23]=2)=[CH:24][CH:23]=1.C(O)CC#C.CC(OC(/N=N/C(OC(C)C)=O)=O)C. (4) Given the product [C:31]([O:30][C:28]([N:10]([C:8]([O:7][C:3]([CH3:6])([CH3:5])[CH3:4])=[O:9])[C@H:11]1[C@H:16]([O:17][CH3:35])[CH2:15][CH2:14][N:13]([C:18]([O:20][CH2:21][C:22]2[CH:23]=[CH:24][CH:25]=[CH:26][CH:27]=2)=[O:19])[CH2:12]1)=[O:29])([CH3:34])([CH3:33])[CH3:32], predict the reactants needed to synthesize it. The reactants are: [H-].[Na+].[C:3]([O:7][C:8]([N:10]([C:28]([O:30][C:31]([CH3:34])([CH3:33])[CH3:32])=[O:29])[CH:11]1[CH:16]([OH:17])[CH2:15][CH2:14][N:13]([C:18]([O:20][CH2:21][C:22]2[CH:27]=[CH:26][CH:25]=[CH:24][CH:23]=2)=[O:19])[CH2:12]1)=[O:9])([CH3:6])([CH3:5])[CH3:4].[CH3:35]I. (5) Given the product [OH:19][C@H:20]1[CH2:25][CH2:24][CH2:23][C@H:22]([CH2:26][N:27]2[C:28](=[O:37])[C:29]3[C:34](=[CH:33][CH:32]=[CH:31][CH:30]=3)[C:35]2=[O:36])[CH2:21]1, predict the reactants needed to synthesize it. The reactants are: [I-].[Na+].C1OCCOCCOCCOCCOC1.C[O:19][C@H:20]1[CH2:25][CH2:24][CH2:23][C@H:22]([CH2:26][N:27]2[C:35](=[O:36])[C:34]3[C:29](=[CH:30][CH:31]=[CH:32][CH:33]=3)[C:28]2=[O:37])[CH2:21]1.BrB(Br)Br.ClCCl. (6) Given the product [CH2:15]([C:14]1[C:37]2[C:36]3[CH:23]=[CH:24][CH:25]=[CH:26][C:40]=3[O:39][C:38]=2[CH:19]=[C:3]([CH2:4][CH:5]([CH3:9])[CH3:6])[C:2]=1[B:30]([OH:31])[OH:33])[CH:16]([CH3:18])[CH3:17], predict the reactants needed to synthesize it. The reactants are: I[C:2]1[C:3]([CH2:19]C(C)C)=[CH:4][C:5]2[C:9]3C=CC=CC=3O[C:6]=2[C:14]=1[CH2:15][CH:16]([CH3:18])[CH3:17].[CH2:23]([Li])[CH2:24][CH2:25][CH3:26].CO[B:30]([O:33]C)[O:31]C.Cl.[CH2:36]1[CH2:40][O:39][CH2:38][CH2:37]1. (7) Given the product [F:31][CH:2]([F:1])[N:3]1[CH:7]=[C:6]([NH:8][C:9]2[N:14]=[CH:13][N:12]=[C:11]([C:15]3[CH:16]=[CH:17][C:18]([O:23][C@H:24]4[CH2:29][CH2:28][N:27]([C:33](=[O:32])[CH2:34][CH2:35][OH:36])[CH2:26][C@H:25]4[F:30])=[C:19]([CH:22]=3)[C:20]#[N:21])[N:10]=2)[CH:5]=[N:4]1, predict the reactants needed to synthesize it. The reactants are: [F:1][CH:2]([F:31])[N:3]1[CH:7]=[C:6]([NH:8][C:9]2[N:14]=[CH:13][N:12]=[C:11]([C:15]3[CH:16]=[CH:17][C:18]([O:23][C@H:24]4[CH2:29][CH2:28][NH:27][CH2:26][C@H:25]4[F:30])=[C:19]([CH:22]=3)[C:20]#[N:21])[N:10]=2)[CH:5]=[N:4]1.[OH:32][CH2:33][CH2:34][C:35](O)=[O:36]. (8) Given the product [CH2:1]([N:8]1[CH:12]=[C:11]([CH:13]=[O:14])[C:10]([O:15][CH2:16][C:17]2[CH:22]=[CH:21][C:20]([O:23][CH2:24][C:25]3[N:26]=[C:27]([C:31]4[O:32][CH:33]=[CH:34][CH:35]=4)[O:28][C:29]=3[CH3:30])=[C:19]([O:36][CH2:37][O:38][CH3:39])[CH:18]=2)=[N:9]1)[C:2]1[CH:3]=[CH:4][CH:5]=[CH:6][CH:7]=1, predict the reactants needed to synthesize it. The reactants are: [CH2:1]([N:8]1[CH:12]=[C:11]([CH2:13][OH:14])[C:10]([O:15][CH2:16][C:17]2[CH:22]=[CH:21][C:20]([O:23][CH2:24][C:25]3[N:26]=[C:27]([C:31]4[O:32][CH:33]=[CH:34][CH:35]=4)[O:28][C:29]=3[CH3:30])=[C:19]([O:36][CH2:37][O:38][CH3:39])[CH:18]=2)=[N:9]1)[C:2]1[CH:7]=[CH:6][CH:5]=[CH:4][CH:3]=1. (9) Given the product [Br:1][C:2]1[N:6]([S:22]([C:16]2[CH:21]=[CH:20][CH:19]=[CH:18][CH:17]=2)(=[O:24])=[O:23])[CH:5]=[C:4]([C:7]([O:9][CH3:10])=[O:8])[C:3]=1[CH2:11][CH2:12][CH3:13], predict the reactants needed to synthesize it. The reactants are: [Br:1][C:2]1[NH:6][CH:5]=[C:4]([C:7]([O:9][CH3:10])=[O:8])[C:3]=1[CH2:11][CH2:12][CH3:13].[H-].[Na+].[C:16]1([S:22](Cl)(=[O:24])=[O:23])[CH:21]=[CH:20][CH:19]=[CH:18][CH:17]=1.